Dataset: NCI-60 drug combinations with 297,098 pairs across 59 cell lines. Task: Regression. Given two drug SMILES strings and cell line genomic features, predict the synergy score measuring deviation from expected non-interaction effect. (1) Drug 1: CN(C)N=NC1=C(NC=N1)C(=O)N. Drug 2: C1C(C(OC1N2C=C(C(=O)NC2=O)F)CO)O. Cell line: U251. Synergy scores: CSS=42.9, Synergy_ZIP=-2.58, Synergy_Bliss=-3.77, Synergy_Loewe=-25.9, Synergy_HSA=-1.12. (2) Drug 1: CN(C)C1=NC(=NC(=N1)N(C)C)N(C)C. Drug 2: C1C(C(OC1N2C=NC3=C(N=C(N=C32)Cl)N)CO)O. Cell line: OVCAR-4. Synergy scores: CSS=-5.00, Synergy_ZIP=2.88, Synergy_Bliss=0.834, Synergy_Loewe=-2.92, Synergy_HSA=-3.92. (3) Drug 1: C(=O)(N)NO. Drug 2: C(CC(=O)O)C(=O)CN.Cl. Cell line: SK-MEL-28. Synergy scores: CSS=5.19, Synergy_ZIP=-2.48, Synergy_Bliss=3.58, Synergy_Loewe=0.945, Synergy_HSA=2.21. (4) Drug 1: C1CCC(C1)C(CC#N)N2C=C(C=N2)C3=C4C=CNC4=NC=N3. Drug 2: CC1=CC=C(C=C1)C2=CC(=NN2C3=CC=C(C=C3)S(=O)(=O)N)C(F)(F)F. Cell line: ACHN. Synergy scores: CSS=3.09, Synergy_ZIP=-0.452, Synergy_Bliss=2.28, Synergy_Loewe=1.63, Synergy_HSA=1.31. (5) Drug 1: C1=NC2=C(N=C(N=C2N1C3C(C(C(O3)CO)O)O)F)N. Drug 2: C(CN)CNCCSP(=O)(O)O. Cell line: U251. Synergy scores: CSS=-3.99, Synergy_ZIP=5.59, Synergy_Bliss=5.89, Synergy_Loewe=2.50, Synergy_HSA=-2.01. (6) Drug 1: CCCS(=O)(=O)NC1=C(C(=C(C=C1)F)C(=O)C2=CNC3=C2C=C(C=N3)C4=CC=C(C=C4)Cl)F. Drug 2: CC1=CC=C(C=C1)C2=CC(=NN2C3=CC=C(C=C3)S(=O)(=O)N)C(F)(F)F. Cell line: MOLT-4. Synergy scores: CSS=14.9, Synergy_ZIP=-2.51, Synergy_Bliss=0.907, Synergy_Loewe=-7.55, Synergy_HSA=-1.33.